Dataset: Reaction yield outcomes from USPTO patents with 853,638 reactions. Task: Predict the reaction yield, written as a fraction of the theoretical maximum amount of product (1.0 means a 100% yield; for example, 0.34 means a 34% yield). The reactants are [N:1]1([CH2:7][C:8]([O:10]CC)=[O:9])[CH2:6][CH2:5][CH2:4][CH2:3][CH2:2]1.O.[ClH:14]. The product is [ClH:14].[N:1]1([CH2:7][C:8]([OH:10])=[O:9])[CH2:6][CH2:5][CH2:4][CH2:3][CH2:2]1. The catalyst is C1(C)C=CC=CC=1. The yield is 0.830.